This data is from Full USPTO retrosynthesis dataset with 1.9M reactions from patents (1976-2016). The task is: Predict the reactants needed to synthesize the given product. (1) Given the product [C:29]([O:28][C:26](=[O:27])[NH:25][C:20]1[C:19]([C:16]2[CH:17]=[CH:18][C:13]([CH2:12][CH:7]([NH:6][C:3](=[O:5])[CH3:4])[C:8]([NH:38][CH2:39][CH:40]([OH:47])[CH2:41][C:42]([CH3:46])([CH3:45])[CH2:43][CH3:44])=[O:9])=[CH:14][CH:15]=2)=[CH:23][N:22]([CH3:24])[N:21]=1)([CH3:31])([CH3:30])[CH3:32], predict the reactants needed to synthesize it. The reactants are: [OH-].[Li+].[C:3]([NH:6][CH:7]([CH2:12][C:13]1[CH:18]=[CH:17][C:16]([C:19]2[C:20]([NH:25][C:26]([O:28][C:29]([CH3:32])([CH3:31])[CH3:30])=[O:27])=[N:21][N:22]([CH3:24])[CH:23]=2)=[CH:15][CH:14]=1)[C:8](OC)=[O:9])(=[O:5])[CH3:4].C(=O)(O)[O-].[Na+].[NH2:38][CH2:39][CH:40]([OH:47])[CH2:41][C:42]([CH3:46])([CH3:45])[CH2:43][CH3:44].Cl.CN(C)CCCN=C=NCC.ON1C2C=CC=CC=2N=N1. (2) Given the product [NH2:25][C@@H:3]([CH2:2][NH2:1])[CH2:4][NH:5][C:6](=[O:24])[CH:7]([CH2:8][CH2:9][C:10]1[CH:11]=[CH:12][CH:13]=[CH:14][CH:15]=1)[CH2:16][CH2:17][C:18]1[CH:19]=[CH:20][CH:21]=[CH:22][CH:23]=1, predict the reactants needed to synthesize it. The reactants are: [NH2:1][CH2:2][C@H:3]([NH:25]C(=O)OCC1C=CC=CC=1)[CH2:4][NH:5][C:6](=[O:24])[CH:7]([CH2:16][CH2:17][C:18]1[CH:23]=[CH:22][CH:21]=[CH:20][CH:19]=1)[CH2:8][CH2:9][C:10]1[CH:15]=[CH:14][CH:13]=[CH:12][CH:11]=1.